Dataset: Full USPTO retrosynthesis dataset with 1.9M reactions from patents (1976-2016). Task: Predict the reactants needed to synthesize the given product. (1) Given the product [S:1]1[C:5]([C:6]2[C:14]3[C:9](=[CH:10][CH:11]=[C:22]([C:21]([OH:24])=[O:23])[CH:13]=3)[NH:8][N:7]=2)=[CH:4][C:3]2[CH:17]=[CH:18][CH:19]=[CH:20][C:2]1=2, predict the reactants needed to synthesize it. The reactants are: [S:1]1[C:5]([C:6]2[C:14]3[C:9](=[CH:10][CH:11]=C(C#N)[CH:13]=3)[NH:8][N:7]=2)=[CH:4][C:3]2[CH:17]=[CH:18][CH:19]=[CH:20][C:2]1=2.[C:21]([OH:24])(=[O:23])[CH3:22].O.S(=O)(=O)(O)O. (2) The reactants are: [CH3:1][O:2][C:3]([C:5]1[CH:10]=[CH:9][C:8](B(O)O)=[CH:7][CH:6]=1)=[O:4].[NH2:14][C:15]1[CH2:16][C:17]([C:27]([N:29]([CH2:33][CH2:34][CH3:35])[CH2:30][CH2:31][CH3:32])=[O:28])=[CH:18][C:19]2[CH:25]=[CH:24][C:23](Br)=[CH:22][C:20]=2[N:21]=1.C(=O)([O-])[O-].[K+].[K+]. Given the product [NH2:14][C:15]1[CH2:16][C:17]([C:27]([N:29]([CH2:33][CH2:34][CH3:35])[CH2:30][CH2:31][CH3:32])=[O:28])=[CH:18][C:19]2[CH:25]=[CH:24][C:23]([C:8]3[CH:7]=[C:6]4[C:5](=[CH:10][CH:9]=3)[C:3](=[O:4])[O:2][CH2:1]4)=[CH:22][C:20]=2[N:21]=1, predict the reactants needed to synthesize it.